From a dataset of Catalyst prediction with 721,799 reactions and 888 catalyst types from USPTO. Predict which catalyst facilitates the given reaction. Reactant: F[C:2]1[N:7]=[CH:6][C:5]([CH:8]=[O:9])=[CH:4][CH:3]=1.[O:10]1[CH2:14][CH2:13][NH:12][C:11]1=[O:15].C([O-])(O)=O.[Na+]. Product: [O:15]=[C:11]1[N:12]([C:2]2[N:7]=[CH:6][C:5]([CH:8]=[O:9])=[CH:4][CH:3]=2)[CH2:13][CH2:14][O:10]1. The catalyst class is: 16.